This data is from Full USPTO retrosynthesis dataset with 1.9M reactions from patents (1976-2016). The task is: Predict the reactants needed to synthesize the given product. (1) Given the product [NH:32]1[C:27]2[CH:28]=[CH:29][CH:30]=[CH:31][C:26]=2[N:33]=[C:14]1[C:12]1[N:13]=[C:9]([C@@H:8]([NH:18][C:19]([C@H:38]2[CH2:39][CH2:40][C@H:35]([CH2:45][NH:18][C:19](=[O:25])[O:34][C:1]([CH3:7])([CH3:6])[CH3:2])[CH2:36][CH2:37]2)=[O:25])[CH2:7][C:1]2[CH:2]=[CH:3][CH:4]=[CH:5][CH:6]=2)[NH:10][CH:11]=1, predict the reactants needed to synthesize it. The reactants are: [C:1]1([CH2:7][C@H:8]([NH:18][C:19](=[O:25])OC(C)(C)C)[C:9]2[NH:10][CH:11]=[C:12]([C:14](F)(F)F)[N:13]=2)[CH:6]=[CH:5][CH:4]=[CH:3][CH:2]=1.[C:26]1([NH2:33])[CH:31]=[CH:30][CH:29]=[CH:28][C:27]=1[NH2:32].[OH2:34].[C:35]1([CH3:45])[CH:40]=[CH:39][C:38](S(O)(=O)=O)=[CH:37][CH:36]=1. (2) Given the product [F:20][C:2]1([F:22])[CH2:7][CH2:6][N:5]([CH2:8][C:9]2[CH:14]=[CH:13][CH:12]=[CH:11][CH:10]=2)[CH2:4][CH:3]1[C:15]([O:17][CH2:18][CH3:19])=[O:26], predict the reactants needed to synthesize it. The reactants are: O=[C:2]1[CH2:7][CH2:6][N:5]([CH2:8][C:9]2[CH:14]=[CH:13][CH:12]=[CH:11][CH:10]=2)[CH2:4][CH:3]1[C:15]([O:17][CH2:18][CH3:19])=O.[FH:20].S(F)(F)(F)[F:22].[OH-:26].[K+].C(=O)(O)[O-].[K+]. (3) Given the product [C:30]([Si:27]([CH3:29])([CH3:28])[O:34][CH2:35][CH2:36][NH:37][C:7]1[CH:6]=[CH:5][C:4]([CH:16]2[CH2:21][CH2:20][CH:19]([CH2:22][C:23]([O:25][CH3:26])=[O:24])[CH2:18][CH2:17]2)=[CH:3][C:2]=1[F:1])([CH3:33])([CH3:32])[CH3:31], predict the reactants needed to synthesize it. The reactants are: [F:1][C:2]1[CH:3]=[C:4]([CH:16]2[CH2:21][CH2:20][CH:19]([CH2:22][C:23]([O:25][CH3:26])=[O:24])[CH2:18][CH2:17]2)[CH:5]=[CH:6][C:7]=1OS(C(F)(F)F)(=O)=O.[Si:27]([O:34][CH2:35][CH2:36][NH2:37])([C:30]([CH3:33])([CH3:32])[CH3:31])([CH3:29])[CH3:28].C(=O)([O-])[O-].[Cs+].[Cs+].CC(C1C=C(C(C)C)C(C2C=CC=CC=2P(C2CCCCC2)C2CCCCC2)=C(C(C)C)C=1)C. (4) The reactants are: Cl.Cl.[F:3][C:4]1[CH:5]=[CH:6][C:7]2[N:11]=[C:10]([C@@H:12]([NH2:14])[CH3:13])[N:9]([C:15]3[CH:20]=[CH:19][CH:18]=[CH:17][CH:16]=3)[C:8]=2[CH:21]=1.Cl[C:23]1[C:24](=[O:31])[N:25]([CH3:30])[N:26]=[CH:27][C:28]=1[Cl:29].C(N(C(C)C)CC)(C)C. Given the product [Cl:29][C:28]1[CH:27]=[N:26][N:25]([CH3:30])[C:24](=[O:31])[C:23]=1[NH:14][C@H:12]([C:10]1[N:9]([C:15]2[CH:16]=[CH:17][CH:18]=[CH:19][CH:20]=2)[C:8]2[CH:21]=[C:4]([F:3])[CH:5]=[CH:6][C:7]=2[N:11]=1)[CH3:13], predict the reactants needed to synthesize it.